Predict the reactants needed to synthesize the given product. From a dataset of Full USPTO retrosynthesis dataset with 1.9M reactions from patents (1976-2016). Given the product [Cl:1][C:2]1[CH:3]=[C:4]([CH:24]=[CH:25][C:26]=1[S:27][C:28]1[N:32]([CH2:40][C:41]#[N:42])[CH:31]=[CH:30][N:29]=1)[NH:5][C:6]1[C:15]2[C:10](=[CH:11][CH:12]=[CH:13][C:14]=2[O:16][CH:17]2[CH2:22][CH2:21][N:20]([CH3:23])[CH2:19][CH2:18]2)[N:9]=[CH:8][N:7]=1, predict the reactants needed to synthesize it. The reactants are: [Cl:1][C:2]1[CH:3]=[C:4]([CH:24]=[CH:25][C:26]=1[S:27][C:28]1[NH:29][CH:30]=[CH:31][N:32]=1)[NH:5][C:6]1[C:15]2[C:10](=[CH:11][CH:12]=[CH:13][C:14]=2[O:16][CH:17]2[CH2:22][CH2:21][N:20]([CH3:23])[CH2:19][CH2:18]2)[N:9]=[CH:8][N:7]=1.C(=O)([O-])[O-].[K+].[K+].Cl[CH2:40][C:41]#[N:42].C1CC2OCCOCCOC3C(OCCOCCOC2CC1)CCCC3.